This data is from Full USPTO retrosynthesis dataset with 1.9M reactions from patents (1976-2016). The task is: Predict the reactants needed to synthesize the given product. (1) Given the product [CH2:24]([O:23][C:20]1[CH:21]=[CH:22][C:17]([C:14]2[CH:15]=[CH:16][C:11]3[N:12]([C:8]([C:5]4[CH:4]=[CH:3][C:2]([C:37]5[CH:42]=[N:41][C:40]([C:43]#[N:44])=[CH:39][CH:38]=5)=[N:7][CH:6]=4)=[C:9]([CH3:28])[N:10]=3)[N:13]=2)=[CH:18][C:19]=1[O:26][CH3:27])[CH3:25], predict the reactants needed to synthesize it. The reactants are: Cl[C:2]1[N:7]=[CH:6][C:5]([C:8]2[N:12]3[N:13]=[C:14]([C:17]4[CH:22]=[CH:21][C:20]([O:23][CH2:24][CH3:25])=[C:19]([O:26][CH3:27])[CH:18]=4)[CH:15]=[CH:16][C:11]3=[N:10][C:9]=2[CH3:28])=[CH:4][CH:3]=1.CC1(C)C(C)(C)OB([C:37]2[CH:38]=[CH:39][C:40]([C:43]#[N:44])=[N:41][CH:42]=2)O1.C([O-])([O-])=O.[K+].[K+]. (2) Given the product [NH2:19][C@@H:15]([C:6]1[N:7]([NH:8][C:9]2[CH:14]=[CH:13][CH:12]=[CH:11][CH:10]=2)[C:2](=[O:1])[C:3]2[N:30]=[CH:29][CH:28]=[CH:27][C:4]=2[N:5]=1)[CH2:16][C:17]#[CH:18], predict the reactants needed to synthesize it. The reactants are: [O:1]=[C:2]1[N:7]([NH:8][C:9]2[CH:14]=[CH:13][CH:12]=[CH:11][CH:10]=2)[C:6]([C@H:15]([NH:19]C(=O)OC(C)(C)C)[CH2:16][C:17]#[CH:18])=[N:5][C:4]2[CH:27]=[CH:28][CH:29]=[N:30][C:3]1=2.Cl. (3) The reactants are: [N+:1]([C:4]1[CH:5]=[C:6]2[C:10](=[CH:11][CH:12]=1)[NH:9][N:8]=[CH:7]2)([O-])=O. Given the product [NH2:1][C:4]1[CH:5]=[C:6]2[C:10](=[CH:11][CH:12]=1)[NH:9][N:8]=[CH:7]2, predict the reactants needed to synthesize it.